Dataset: NCI-60 drug combinations with 297,098 pairs across 59 cell lines. Task: Regression. Given two drug SMILES strings and cell line genomic features, predict the synergy score measuring deviation from expected non-interaction effect. (1) Drug 1: C1=NC2=C(N1)C(=S)N=C(N2)N. Synergy scores: CSS=42.9, Synergy_ZIP=-8.93, Synergy_Bliss=-10.5, Synergy_Loewe=-8.83, Synergy_HSA=-6.55. Drug 2: CCC1(C2=C(COC1=O)C(=O)N3CC4=CC5=C(C=CC(=C5CN(C)C)O)N=C4C3=C2)O.Cl. Cell line: KM12. (2) Drug 1: CCCS(=O)(=O)NC1=C(C(=C(C=C1)F)C(=O)C2=CNC3=C2C=C(C=N3)C4=CC=C(C=C4)Cl)F. Drug 2: C1CCC(C(C1)N)N.C(=O)(C(=O)[O-])[O-].[Pt+4]. Cell line: SN12C. Synergy scores: CSS=3.56, Synergy_ZIP=0.500, Synergy_Bliss=1.74, Synergy_Loewe=-0.475, Synergy_HSA=-0.254. (3) Drug 1: C1=C(C(=O)NC(=O)N1)N(CCCl)CCCl. Drug 2: C1CC(=O)NC(=O)C1N2C(=O)C3=CC=CC=C3C2=O. Cell line: MDA-MB-231. Synergy scores: CSS=18.1, Synergy_ZIP=-2.04, Synergy_Bliss=0.986, Synergy_Loewe=-0.886, Synergy_HSA=1.31. (4) Drug 1: CC1=C(C(=O)C2=C(C1=O)N3CC4C(C3(C2COC(=O)N)OC)N4)N. Drug 2: CC12CCC3C(C1CCC2OP(=O)(O)O)CCC4=C3C=CC(=C4)OC(=O)N(CCCl)CCCl.[Na+]. Cell line: UO-31. Synergy scores: CSS=8.32, Synergy_ZIP=-4.78, Synergy_Bliss=-2.34, Synergy_Loewe=-4.14, Synergy_HSA=-3.42. (5) Drug 1: CC12CCC(CC1=CCC3C2CCC4(C3CC=C4C5=CN=CC=C5)C)O. Drug 2: C1=CC(=C2C(=C1NCCNCCO)C(=O)C3=C(C=CC(=C3C2=O)O)O)NCCNCCO. Cell line: HT29. Synergy scores: CSS=57.8, Synergy_ZIP=13.1, Synergy_Bliss=12.2, Synergy_Loewe=-2.77, Synergy_HSA=13.5. (6) Drug 1: C1CCC(CC1)NC(=O)N(CCCl)N=O. Drug 2: C1CCC(C(C1)N)N.C(=O)(C(=O)[O-])[O-].[Pt+4]. Cell line: PC-3. Synergy scores: CSS=24.8, Synergy_ZIP=6.19, Synergy_Bliss=9.87, Synergy_Loewe=10.6, Synergy_HSA=10.8. (7) Drug 1: CN1C(=O)N2C=NC(=C2N=N1)C(=O)N. Drug 2: COC1=NC(=NC2=C1N=CN2C3C(C(C(O3)CO)O)O)N. Cell line: SK-MEL-28. Synergy scores: CSS=1.15, Synergy_ZIP=0.701, Synergy_Bliss=1.83, Synergy_Loewe=-2.42, Synergy_HSA=-1.71. (8) Drug 1: CS(=O)(=O)C1=CC(=C(C=C1)C(=O)NC2=CC(=C(C=C2)Cl)C3=CC=CC=N3)Cl. Drug 2: CN1C(=O)N2C=NC(=C2N=N1)C(=O)N. Cell line: SF-295. Synergy scores: CSS=1.81, Synergy_ZIP=-1.92, Synergy_Bliss=-5.68, Synergy_Loewe=-5.02, Synergy_HSA=-4.94. (9) Drug 1: CC=C1C(=O)NC(C(=O)OC2CC(=O)NC(C(=O)NC(CSSCCC=C2)C(=O)N1)C(C)C)C(C)C. Drug 2: CC1C(C(CC(O1)OC2CC(CC3=C2C(=C4C(=C3O)C(=O)C5=C(C4=O)C(=CC=C5)OC)O)(C(=O)CO)O)N)O.Cl. Cell line: SK-OV-3. Synergy scores: CSS=63.5, Synergy_ZIP=-0.413, Synergy_Bliss=0.0274, Synergy_Loewe=-21.8, Synergy_HSA=2.08. (10) Synergy scores: CSS=57.3, Synergy_ZIP=-8.42, Synergy_Bliss=-6.39, Synergy_Loewe=-4.81, Synergy_HSA=-1.80. Cell line: A549. Drug 1: C1=CC(=CC=C1CCC2=CNC3=C2C(=O)NC(=N3)N)C(=O)NC(CCC(=O)O)C(=O)O. Drug 2: C1=NC2=C(N1)C(=S)N=C(N2)N.